The task is: Predict the reactants needed to synthesize the given product.. This data is from Full USPTO retrosynthesis dataset with 1.9M reactions from patents (1976-2016). Given the product [Cl:10][C:11]1[CH:20]=[C:19]2[C:14]([C:15]([OH:29])=[C:16]([C:24]([NH:38][CH2:37][C:36]([O:35][C:31]([CH3:34])([CH3:33])[CH3:32])=[O:39])=[O:25])[C:17](=[O:23])[C:18]2([CH3:22])[CH3:21])=[CH:13][CH:12]=1, predict the reactants needed to synthesize it. The reactants are: CCN(C(C)C)C(C)C.[Cl:10][C:11]1[CH:20]=[C:19]2[C:14]([C:15]([OH:29])=[C:16]([C:24](OCC)=[O:25])[C:17](=[O:23])[C:18]2([CH3:22])[CH3:21])=[CH:13][CH:12]=1.Cl.[C:31]([O:35][C:36](=[O:39])[CH2:37][NH2:38])([CH3:34])([CH3:33])[CH3:32].